Dataset: Reaction yield outcomes from USPTO patents with 853,638 reactions. Task: Predict the reaction yield, written as a fraction of the theoretical maximum amount of product (1.0 means a 100% yield; for example, 0.34 means a 34% yield). The reactants are [NH2:1][C:2]1[C:3]([C:12]([C:14]2[CH:19]=[CH:18][C:17]([F:20])=[C:16]([Cl:21])[CH:15]=2)=O)=[CH:4][CH:5]=[C:6]2[C:11]=1[N:10]=[CH:9][CH:8]=[CH:7]2.[CH3:22][NH:23][S:24](Cl)(=[O:26])=[O:25].[BH4-].[Na+]. The catalyst is N1C=CC=CC=1. The product is [Cl:21][C:16]1[CH:15]=[C:14]([CH:12]2[C:3]3[CH:4]=[CH:5][C:6]4[C:11](=[N:10][CH:9]=[CH:8][CH:7]=4)[C:2]=3[NH:1][S:24](=[O:26])(=[O:25])[N:23]2[CH3:22])[CH:19]=[CH:18][C:17]=1[F:20]. The yield is 0.350.